From a dataset of Reaction yield outcomes from USPTO patents with 853,638 reactions. Predict the reaction yield, written as a fraction of the theoretical maximum amount of product (1.0 means a 100% yield; for example, 0.34 means a 34% yield). (1) The reactants are [F:1][C:2]1[CH:3]=[C:4]2[C:9](=[CH:10][CH:11]=1)[N:8]=[CH:7][C:6]([C:12]1[CH:13]=[N:14][N:15]3[C:20]([N:21]([CH2:30][O:31][CH2:32][CH2:33][Si:34]([CH3:37])([CH3:36])[CH3:35])[CH2:22][O:23][CH2:24][CH2:25][Si:26]([CH3:29])([CH3:28])[CH3:27])=[CH:19][C:18]([CH:38]=C)=[N:17][C:16]=13)=[CH:5]2.CC([OH:44])(C)C.N1C(C)=CC=CC=1C.[O-]S([O-])(=S)=O.[Na+].[Na+]. The catalyst is O=[Os](=O)(=O)=O.O.C(Cl)Cl. The product is [CH3:27][Si:26]([CH3:29])([CH3:28])[CH2:25][CH2:24][O:23][CH2:22][N:21]([CH2:30][O:31][CH2:32][CH2:33][Si:34]([CH3:35])([CH3:36])[CH3:37])[C:20]1[N:15]2[N:14]=[CH:13][C:12]([C:6]3[CH:7]=[N:8][C:9]4[C:4]([CH:5]=3)=[CH:3][C:2]([F:1])=[CH:11][CH:10]=4)=[C:16]2[N:17]=[C:18]([CH:38]=[O:44])[CH:19]=1. The yield is 1.00. (2) The reactants are [C:1]1([C:16]2[CH:21]=[CH:20][CH:19]=[CH:18][CH:17]=2)[CH:6]=[CH:5][C:4]([CH2:7][C:8]([C:10]2[CH:15]=[CH:14][CH:13]=[CH:12][CH:11]=2)=O)=[CH:3][CH:2]=1.[CH2:22]([O:24][C:25]1[CH:26]=[C:27]([CH:30]=[C:31]([N+:34]([O-:36])=[O:35])[C:32]=1[OH:33])[CH:28]=O)[CH3:23].[NH2:37][C:38]([NH2:40])=[O:39].Cl. The catalyst is C(O)C. The product is [C:1]1([C:16]2[CH:21]=[CH:20][CH:19]=[CH:18][CH:17]=2)[CH:6]=[CH:5][C:4]([C:7]2[CH:28]([C:27]3[CH:30]=[C:31]([N+:34]([O-:36])=[O:35])[C:32]([OH:33])=[C:25]([O:24][CH2:22][CH3:23])[CH:26]=3)[NH:37][C:38](=[O:39])[NH:40][C:8]=2[C:10]2[CH:15]=[CH:14][CH:13]=[CH:12][CH:11]=2)=[CH:3][CH:2]=1. The yield is 0.0290. (3) The reactants are C(OC([N:8]([C:16]1[C:20]2[CH:21]=[C:22]([CH2:35][CH2:36][CH3:37])[C:23]([CH2:25][O:26][C:27]3[CH:32]=[CH:31][C:30]([Cl:33])=[C:29]([Cl:34])[CH:28]=3)=[CH:24][C:19]=2[O:18][N:17]=1)C(=O)OC(C)(C)C)=O)(C)(C)C.FC(F)(F)C(O)=O. The catalyst is C(Cl)Cl. The product is [Cl:34][C:29]1[CH:28]=[C:27]([CH:32]=[CH:31][C:30]=1[Cl:33])[O:26][CH2:25][C:23]1[C:22]([CH2:35][CH2:36][CH3:37])=[CH:21][C:20]2[C:16]([NH2:8])=[N:17][O:18][C:19]=2[CH:24]=1. The yield is 0.900. (4) The reactants are [CH3:1][C:2]1([CH3:15])[CH2:7][CH2:6][C:5]([CH3:9])([CH3:8])[CH:4]([CH2:10][C:11](=[O:13])[CH3:12])[C:3]1=O.[OH-].[K+]. The catalyst is C1(C)C(C)=CC=CC=1. The product is [CH3:1][C:2]1([CH3:15])[CH2:7][CH2:6][C:5]([CH3:9])([CH3:8])[CH:4]2[C:3]1=[CH:12][C:11](=[O:13])[CH2:10]2. The yield is 0.650. (5) The reactants are [H-].[Na+].[O:3]=[C:4]([CH2:12][C:13]1[CH:18]=[CH:17][CH:16]=[CH:15][CH:14]=1)[CH2:5]P(=O)(OC)OC.[CH3:19][O:20][C:21](=[O:37])[CH2:22][CH2:23][CH2:24][C:25]#[C:26][CH2:27][N:28]1[C:33](=[O:34])[CH2:32][CH2:31][CH2:30][C@@H:29]1[CH:35]=O. The catalyst is C1COCC1. The product is [CH3:19][O:20][C:21](=[O:37])[CH2:22][CH2:23][CH2:24][C:25]#[C:26][CH2:27][N:28]1[C@@H:29](/[CH:35]=[CH:5]/[C:4](=[O:3])[CH2:12][C:13]2[CH:14]=[CH:15][CH:16]=[CH:17][CH:18]=2)[CH2:30][CH2:31][CH2:32][C:33]1=[O:34]. The yield is 0.420. (6) The reactants are [Cl:1][C:2]1[C:3]([CH2:9][O:10][C:11]2[CH:16]=[CH:15][NH:14][C:13](=[O:17])[CH:12]=2)=[N:4][CH:5]=[C:6]([Cl:8])[CH:7]=1.Br[C:19]1[CH:20]=[CH:21][C:22]2[C:23]3[CH2:33][CH2:32][N:31](C(OC(C)(C)C)=O)[CH2:30][CH2:29][C:24]=3[N:25]([CH3:28])[C:26]=2[CH:27]=1.C([O-])([O-])=O.[Cs+].[Cs+].CN[C@@H]1CCCC[C@H]1NC.Cl. The catalyst is C1(C)C=CC=CC=1.CCOCC.C(Cl)Cl.[Cu]I. The product is [ClH:1].[Cl:1][C:2]1[C:3]([CH2:9][O:10][C:11]2[CH:16]=[CH:15][N:14]([C:19]3[CH:20]=[CH:21][C:22]4[C:23]5[CH2:33][CH2:32][NH:31][CH2:30][CH2:29][C:24]=5[N:25]([CH3:28])[C:26]=4[CH:27]=3)[C:13](=[O:17])[CH:12]=2)=[N:4][CH:5]=[C:6]([Cl:8])[CH:7]=1. The yield is 0.340.